From a dataset of Full USPTO retrosynthesis dataset with 1.9M reactions from patents (1976-2016). Predict the reactants needed to synthesize the given product. Given the product [Cl:51][C:7]1[CH:8]=[CH:9][C:10]([C@H:12]2[C@H:17]([O:18][CH2:19][C:20]3[CH:21]=[CH:22][CH:23]=[CH:24][CH:25]=3)[C@@H:16]([O:26][CH2:27][C:28]3[CH:33]=[CH:32][CH:31]=[CH:30][CH:29]=3)[C@H:15]([O:34][CH2:35][C:36]3[CH:37]=[CH:38][CH:39]=[CH:40][CH:41]=3)[C@@H:14]([CH2:42][O:43][CH2:44][C:45]3[CH:46]=[CH:47][CH:48]=[CH:49][CH:50]=3)[O:13]2)=[CH:11][C:6]=1[CH2:5][C:4](=[O:52])[CH2:3][NH:2][C:53](=[O:60])[C:54]1[CH:59]=[CH:58][CH:57]=[CH:56][CH:55]=1, predict the reactants needed to synthesize it. The reactants are: Cl.[NH2:2][CH2:3][C:4](=[O:52])[CH2:5][C:6]1[CH:11]=[C:10]([C@H:12]2[C@H:17]([O:18][CH2:19][C:20]3[CH:25]=[CH:24][CH:23]=[CH:22][CH:21]=3)[C@@H:16]([O:26][CH2:27][C:28]3[CH:33]=[CH:32][CH:31]=[CH:30][CH:29]=3)[C@H:15]([O:34][CH2:35][C:36]3[CH:41]=[CH:40][CH:39]=[CH:38][CH:37]=3)[C@@H:14]([CH2:42][O:43][CH2:44][C:45]3[CH:50]=[CH:49][CH:48]=[CH:47][CH:46]=3)[O:13]2)[CH:9]=[CH:8][C:7]=1[Cl:51].[C:53](O)(=[O:60])[C:54]1[CH:59]=[CH:58][CH:57]=[CH:56][CH:55]=1.CCN=C=NCCCN(C)C.C1C=CC2N(O)N=NC=2C=1.CN1CCOCC1.Cl.